Dataset: Full USPTO retrosynthesis dataset with 1.9M reactions from patents (1976-2016). Task: Predict the reactants needed to synthesize the given product. (1) Given the product [CH3:22][C:21]1([CH3:23])[C:17]([CH3:16])([CH3:39])[O:18][B:19]([C:24]2[CH:25]=[C:26]([C:2]3[CH:15]=[CH:14][C:13]4[C:4](=[C:5]5[C:10](=[CH:11][CH:12]=4)[CH:9]=[CH:8][CH:7]=[N:6]5)[N:3]=3)[CH:27]=[CH:28][CH:29]=2)[O:20]1, predict the reactants needed to synthesize it. The reactants are: Cl[C:2]1[CH:15]=[CH:14][C:13]2[C:4](=[C:5]3[C:10](=[CH:11][CH:12]=2)[CH:9]=[CH:8][CH:7]=[N:6]3)[N:3]=1.[CH3:16][C:17]1([CH3:39])[C:21]([CH3:23])([CH3:22])[O:20][B:19]([C:24]2[CH:29]=[CH:28][CH:27]=[C:26](B3OC(C)(C)C(C)(C)O3)[CH:25]=2)[O:18]1.C([O-])([O-])=O.[Na+].[Na+].CCO. (2) Given the product [CH2:1]([C@@:5]1([C:21]([O:23][C:24]([CH3:26])([CH3:25])[CH3:27])=[O:22])[CH2:9][C@@H:8]([C:10]2[O:14][N:13]=[C:12]([CH3:15])[N:11]=2)[C@H:7]([C:16]2[N:17]=[CH:18][S:19][CH:20]=2)[NH:6]1)[CH:2]([CH3:4])[CH3:3], predict the reactants needed to synthesize it. The reactants are: [CH2:1]([C@@:5]1([C:21]([O:23][C:24]([CH3:27])([CH3:26])[CH3:25])=[O:22])[CH2:9][C@H:8]([C:10]2[O:14][N:13]=[C:12]([CH3:15])[N:11]=2)[C@H:7]([C:16]2[N:17]=[CH:18][S:19][CH:20]=2)[NH:6]1)[CH:2]([CH3:4])[CH3:3].[OH-].[Na+]. (3) Given the product [C:1]([O:5][C:6](=[O:22])[NH:7][C:8]1[CH:13]=[CH:12][CH:11]=[C:10]([C:14]2[CH:15]=[CH:16][C:17]([CH2:20][NH2:21])=[CH:18][CH:19]=2)[N:9]=1)([CH3:4])([CH3:2])[CH3:3], predict the reactants needed to synthesize it. The reactants are: [C:1]([O:5][C:6](=[O:22])[NH:7][C:8]1[CH:13]=[CH:12][CH:11]=[C:10]([C:14]2[CH:19]=[CH:18][C:17]([C:20]#[N:21])=[CH:16][CH:15]=2)[N:9]=1)([CH3:4])([CH3:3])[CH3:2]. (4) Given the product [F:49][C:43]1[CH:44]=[C:45]([I:48])[CH:46]=[CH:47][C:42]=1[N:26]1[C:25]2[N:24]([CH3:50])[C:23](=[O:51])[CH:22]=[C:21]([O:1][C:2]3[C:3]([CH3:12])=[C:4]([CH:9]=[CH:10][CH:11]=3)[C:5]([O:7][CH3:8])=[O:6])[C:30]=2[C:29](=[O:31])[N:28]([CH2:32][C:33]2[CH:34]=[CH:35][C:36]([O:39][CH3:40])=[CH:37][CH:38]=2)[C:27]1=[O:41], predict the reactants needed to synthesize it. The reactants are: [OH:1][C:2]1[C:3]([CH3:12])=[C:4]([CH:9]=[CH:10][CH:11]=1)[C:5]([O:7][CH3:8])=[O:6].[H-].[Na+].FC(F)(F)S(O[C:21]1[C:30]2[C:29](=[O:31])[N:28]([CH2:32][C:33]3[CH:38]=[CH:37][C:36]([O:39][CH3:40])=[CH:35][CH:34]=3)[C:27](=[O:41])[N:26]([C:42]3[CH:47]=[CH:46][C:45]([I:48])=[CH:44][C:43]=3[F:49])[C:25]=2[N:24]([CH3:50])[C:23](=[O:51])[CH:22]=1)(=O)=O. (5) Given the product [CH3:1][C:2]([CH3:16])([CH3:15])[CH2:3][O:4][S:5]([C:8]1[CH:9]=[C:10]([B:17]([OH:22])[OH:18])[CH:11]=[CH:12][CH:13]=1)(=[O:7])=[O:6], predict the reactants needed to synthesize it. The reactants are: [CH3:1][C:2]([CH3:16])([CH3:15])[CH2:3][O:4][S:5]([C:8]1[CH:13]=[CH:12][CH:11]=[C:10](Br)[CH:9]=1)(=[O:7])=[O:6].[B:17](OC(C)C)([O:22]C(C)C)[O:18]C(C)C.[Li]CCCC.